From a dataset of Peptide-MHC class I binding affinity with 185,985 pairs from IEDB/IMGT. Regression. Given a peptide amino acid sequence and an MHC pseudo amino acid sequence, predict their binding affinity value. This is MHC class I binding data. The binding affinity (normalized) is 0.0847. The MHC is HLA-B57:01 with pseudo-sequence HLA-B57:01. The peptide sequence is WLGHPFTPV.